From a dataset of Full USPTO retrosynthesis dataset with 1.9M reactions from patents (1976-2016). Predict the reactants needed to synthesize the given product. (1) Given the product [CH2:1]([N:3]([CH2:29][C:30]1[CH:31]=[CH:32][C:33]([O:36][CH:39]([CH3:48])[CH2:40][N:42]2[CH2:47][CH2:46][CH2:45][CH2:44][CH2:43]2)=[CH:34][CH:35]=1)[C:4]1[CH:9]=[C:8]([O:10][CH3:11])[CH:7]=[CH:6][C:5]=1[CH:12]1[CH2:21][CH2:20][C:19]2[CH:18]=[C:17]([OH:22])[CH:16]=[CH:15][C:14]=2[CH2:13]1)[CH3:2], predict the reactants needed to synthesize it. The reactants are: [CH2:1]([N:3]([C:29](=O)[C:30]1[CH:35]=[CH:34][C:33]([OH:36])=[CH:32][CH:31]=1)[C:4]1[CH:9]=[C:8]([O:10][CH3:11])[CH:7]=[CH:6][C:5]=1[CH:12]1[CH2:21][CH2:20][C:19]2[CH:18]=[C:17]([O:22]C(=O)C(C)(C)C)[CH:16]=[CH:15][C:14]=2[CH2:13]1)[CH3:2].Cl[CH:39]([CH3:48])[C:40]([N:42]1[CH2:47][CH2:46][CH2:45][CH2:44][CH2:43]1)=O. (2) The reactants are: [CH2:1]([O:8][C:9]1[CH:18]=[C:17]2[C:12]([C:13](Cl)=[CH:14][CH:15]=[N:16]2)=[CH:11][C:10]=1[O:20][CH3:21])[C:2]1[CH:7]=[CH:6][CH:5]=[CH:4][CH:3]=1.[F:22][C:23]1[CH:28]=[C:27]([N+:29]([O-:31])=[O:30])[CH:26]=[CH:25][C:24]=1[OH:32].ClC1C=CC=CC=1. Given the product [CH2:1]([O:8][C:9]1[CH:18]=[C:17]2[C:12]([C:13]([O:32][C:24]3[CH:25]=[CH:26][C:27]([N+:29]([O-:31])=[O:30])=[CH:28][C:23]=3[F:22])=[CH:14][CH:15]=[N:16]2)=[CH:11][C:10]=1[O:20][CH3:21])[C:2]1[CH:7]=[CH:6][CH:5]=[CH:4][CH:3]=1, predict the reactants needed to synthesize it. (3) Given the product [OH:39][C@H:24]([CH2:25][O:26][C:27]1[CH:28]=[CH:29][C:30]([OH:38])=[C:31]([NH:33][S:34]([CH3:37])(=[O:36])=[O:35])[CH:32]=1)[CH2:23][NH:22][CH:2]1[CH2:7][CH2:6][N:5]([C:8]2[CH:13]=[CH:12][C:11]([NH:14][S:15]([CH2:18][CH2:19][CH2:20][CH3:21])(=[O:17])=[O:16])=[CH:10][CH:9]=2)[CH2:4][CH2:3]1, predict the reactants needed to synthesize it. The reactants are: O=[C:2]1[CH2:7][CH2:6][N:5]([C:8]2[CH:13]=[CH:12][C:11]([NH:14][S:15]([CH2:18][CH2:19][CH2:20][CH3:21])(=[O:17])=[O:16])=[CH:10][CH:9]=2)[CH2:4][CH2:3]1.[NH2:22][CH2:23][C@H:24]([OH:39])[CH2:25][O:26][C:27]1[CH:28]=[CH:29][C:30]([OH:38])=[C:31]([NH:33][S:34]([CH3:37])(=[O:36])=[O:35])[CH:32]=1. (4) Given the product [CH3:23][S:24]([O:19][CH2:1][CH2:2][CH2:3][CH2:4][CH2:5][CH2:6][CH2:7][CH2:8]/[CH:9]=[CH:10]\[CH2:11][CH2:12][CH2:13][CH2:14][CH2:15][CH2:16][CH2:17][CH3:18])(=[O:26])=[O:25], predict the reactants needed to synthesize it. The reactants are: [CH2:1]([OH:19])[CH2:2][CH2:3][CH2:4][CH2:5][CH2:6][CH2:7][CH2:8]/[CH:9]=[CH:10]\[CH2:11][CH2:12][CH2:13][CH2:14][CH2:15][CH2:16][CH2:17][CH3:18].C(Cl)Cl.[CH3:23][S:24](Cl)(=[O:26])=[O:25].